This data is from Peptide-MHC class II binding affinity with 134,281 pairs from IEDB. The task is: Regression. Given a peptide amino acid sequence and an MHC pseudo amino acid sequence, predict their binding affinity value. This is MHC class II binding data. (1) The peptide sequence is EGTNIYNNNEAFKVE. The MHC is HLA-DQA10101-DQB10501 with pseudo-sequence HLA-DQA10101-DQB10501. The binding affinity (normalized) is 0.160. (2) The peptide sequence is YDKFQANVSTVLTGK. The MHC is DRB1_0701 with pseudo-sequence DRB1_0701. The binding affinity (normalized) is 0.720.